From a dataset of Catalyst prediction with 721,799 reactions and 888 catalyst types from USPTO. Predict which catalyst facilitates the given reaction. (1) Reactant: [C:1]([O:5][C:6]([N:8]1[CH2:13][CH:12]=[C:11](OS(C(F)(F)F)(=O)=O)[CH2:10][CH2:9]1)=[O:7])([CH3:4])([CH3:3])[CH3:2].[CH3:22][O:23][CH2:24][CH2:25][CH2:26][O:27][C:28]1[CH:33]=[CH:32][C:31](B(O)O)=[C:30]([CH2:37][CH2:38][O:39][Si:40]([CH:47]([CH3:49])[CH3:48])([CH:44]([CH3:46])[CH3:45])[CH:41]([CH3:43])[CH3:42])[CH:29]=1.[Li+].[Cl-].C([O-])([O-])=O.[Na+].[Na+]. Product: [C:1]([O:5][C:6]([N:8]1[CH2:13][CH:12]=[C:11]([C:31]2[CH:32]=[CH:33][C:28]([O:27][CH2:26][CH2:25][CH2:24][O:23][CH3:22])=[CH:29][C:30]=2[CH2:37][CH2:38][O:39][Si:40]([CH:47]([CH3:49])[CH3:48])([CH:44]([CH3:46])[CH3:45])[CH:41]([CH3:42])[CH3:43])[CH2:10][CH2:9]1)=[O:7])([CH3:4])([CH3:3])[CH3:2]. The catalyst class is: 276. (2) Reactant: C1(S([N:10]2[C:22]3[CH:21]=[CH:20][CH:19]=[C:18]([O:23][CH2:24][CH:25]([OH:46])[CH2:26][N:27]([CH2:39][C:40]4[CH:45]=[CH:44][CH:43]=[CH:42][CH:41]=4)[CH2:28][CH2:29][O:30][C:31]4[CH:36]=[CH:35][CH:34]=[CH:33][C:32]=4[O:37][CH3:38])[C:17]=3[C:16]3[C:11]2=[CH:12][CH:13]=[CH:14][CH:15]=3)(=O)=O)C=CC=CC=1.[OH-].[Na+]. Product: [CH2:39]([N:27]([CH2:28][CH2:29][O:30][C:31]1[CH:36]=[CH:35][CH:34]=[CH:33][C:32]=1[O:37][CH3:38])[CH2:26][CH:25]([OH:46])[CH2:24][O:23][C:18]1[C:17]2[C:16]3[C:11](=[CH:12][CH:13]=[CH:14][CH:15]=3)[NH:10][C:22]=2[CH:21]=[CH:20][CH:19]=1)[C:40]1[CH:41]=[CH:42][CH:43]=[CH:44][CH:45]=1. The catalyst class is: 87.